Dataset: NCI-60 drug combinations with 297,098 pairs across 59 cell lines. Task: Regression. Given two drug SMILES strings and cell line genomic features, predict the synergy score measuring deviation from expected non-interaction effect. (1) Drug 1: C1=CC(=CC=C1C#N)C(C2=CC=C(C=C2)C#N)N3C=NC=N3. Drug 2: CN1C(=O)N2C=NC(=C2N=N1)C(=O)N. Cell line: OVCAR-8. Synergy scores: CSS=2.38, Synergy_ZIP=-1.61, Synergy_Bliss=-2.33, Synergy_Loewe=0.185, Synergy_HSA=-3.15. (2) Drug 1: C1C(C(OC1N2C=NC(=NC2=O)N)CO)O. Drug 2: N.N.Cl[Pt+2]Cl. Cell line: KM12. Synergy scores: CSS=27.8, Synergy_ZIP=0.835, Synergy_Bliss=0.0725, Synergy_Loewe=10.5, Synergy_HSA=4.71. (3) Drug 1: CC1=CC2C(CCC3(C2CCC3(C(=O)C)OC(=O)C)C)C4(C1=CC(=O)CC4)C. Drug 2: C1C(C(OC1N2C=C(C(=O)NC2=O)F)CO)O. Cell line: MDA-MB-231. Synergy scores: CSS=45.7, Synergy_ZIP=18.3, Synergy_Bliss=17.2, Synergy_Loewe=-49.2, Synergy_HSA=8.79. (4) Drug 1: CC1=C(C(=CC=C1)Cl)NC(=O)C2=CN=C(S2)NC3=CC(=NC(=N3)C)N4CCN(CC4)CCO. Drug 2: CNC(=O)C1=NC=CC(=C1)OC2=CC=C(C=C2)NC(=O)NC3=CC(=C(C=C3)Cl)C(F)(F)F. Cell line: HCC-2998. Synergy scores: CSS=0.799, Synergy_ZIP=0.103, Synergy_Bliss=-1.76, Synergy_Loewe=-38.6, Synergy_HSA=-6.48. (5) Drug 1: CCN(CC)CCNC(=O)C1=C(NC(=C1C)C=C2C3=C(C=CC(=C3)F)NC2=O)C. Drug 2: C(=O)(N)NO. Cell line: CCRF-CEM. Synergy scores: CSS=-11.4, Synergy_ZIP=5.67, Synergy_Bliss=0.828, Synergy_Loewe=-14.3, Synergy_HSA=-13.0. (6) Drug 1: CC1=C(C=C(C=C1)NC2=NC=CC(=N2)N(C)C3=CC4=NN(C(=C4C=C3)C)C)S(=O)(=O)N.Cl. Synergy scores: CSS=-1.57, Synergy_ZIP=0.480, Synergy_Bliss=-3.94, Synergy_Loewe=-5.91, Synergy_HSA=-6.15. Cell line: NCIH23. Drug 2: CN1C(=O)N2C=NC(=C2N=N1)C(=O)N. (7) Drug 2: B(C(CC(C)C)NC(=O)C(CC1=CC=CC=C1)NC(=O)C2=NC=CN=C2)(O)O. Drug 1: CNC(=O)C1=CC=CC=C1SC2=CC3=C(C=C2)C(=NN3)C=CC4=CC=CC=N4. Cell line: LOX IMVI. Synergy scores: CSS=3.04, Synergy_ZIP=0.507, Synergy_Bliss=4.35, Synergy_Loewe=3.13, Synergy_HSA=3.57.